This data is from Forward reaction prediction with 1.9M reactions from USPTO patents (1976-2016). The task is: Predict the product of the given reaction. Given the reactants [CH3:1][O:2][C:3]1[C:11]([CH2:12][CH:13]([NH:27][C:28](=[O:45])[CH2:29][CH2:30][C:31]2([CH3:44])[O:39][CH:38]3[C:33]([CH3:43])([CH:34]4[CH2:40][CH:36]([CH2:37]3)[C:35]4([CH3:42])[CH3:41])[O:32]2)[B:14]2[O:22][CH:21]3[C:16]([CH3:26])([CH:17]4[CH2:23][CH:19]([CH2:20]3)[C:18]4([CH3:25])[CH3:24])[O:15]2)=[CH:10][CH:9]=[CH:8][C:4]=1[C:5]([OH:7])=[O:6].Cl[CH2:47][O:48][C:49]([CH:51]1[CH2:56][CH2:55][CH2:54][CH2:53][CH2:52]1)=[O:50], predict the reaction product. The product is: [CH:51]1([C:49]([O:48][CH2:47][O:6][C:5](=[O:7])[C:4]2[CH:8]=[CH:9][CH:10]=[C:11]([CH2:12][CH:13]([NH:27][C:28](=[O:45])[CH2:29][CH2:30][C:31]3([CH3:44])[O:39][CH:38]4[C:33]([CH3:43])([CH:34]5[CH2:40][CH:36]([CH2:37]4)[C:35]5([CH3:42])[CH3:41])[O:32]3)[B:14]3[O:22][CH:21]4[C:16]([CH3:26])([CH:17]5[CH2:23][CH:19]([CH2:20]4)[C:18]5([CH3:25])[CH3:24])[O:15]3)[C:3]=2[O:2][CH3:1])=[O:50])[CH2:56][CH2:55][CH2:54][CH2:53][CH2:52]1.